Dataset: Forward reaction prediction with 1.9M reactions from USPTO patents (1976-2016). Task: Predict the product of the given reaction. (1) Given the reactants Cl[C:2]1[N:7]=[N:6][C:5]([N:8]2[CH2:13][CH2:12][N:11]([C:14]([C:16]3[CH:21]=[CH:20][CH:19]=[CH:18][CH:17]=3)=[O:15])[CH2:10][C@H:9]2[CH3:22])=[C:4]2[N:23]=[CH:24][CH:25]=[CH:26][C:3]=12.C(=O)([O-])[O-].[Na+].[Na+].[C:33]([C:35]1[CH:40]=[CH:39][C:38](B(O)O)=[CH:37][CH:36]=1)#[N:34], predict the reaction product. The product is: [C:14]([N:11]1[CH2:12][CH2:13][N:8]([C:5]2[N:6]=[N:7][C:2]([C:38]3[CH:39]=[CH:40][C:35]([C:33]#[N:34])=[CH:36][CH:37]=3)=[C:3]3[CH:26]=[CH:25][CH:24]=[N:23][C:4]=23)[C@H:9]([CH3:22])[CH2:10]1)(=[O:15])[C:16]1[CH:21]=[CH:20][CH:19]=[CH:18][CH:17]=1. (2) Given the reactants C1(P([N:15]=[N+:16]=[N-:17])(C2C=CC=CC=2)=O)C=CC=CC=1.N12CCCN=C1CCCCC2.[CH2:29]([O:31][C:32]1[C:33]([CH3:41])=[C:34]([CH2:39]O)[CH:35]=[N:36][C:37]=1[CH3:38])[CH3:30].O, predict the reaction product. The product is: [CH2:29]([O:31][C:32]1[C:33]([CH3:41])=[C:34]([CH2:39][N:15]=[N+:16]=[N-:17])[CH:35]=[N:36][C:37]=1[CH3:38])[CH3:30].